Dataset: Reaction yield outcomes from USPTO patents with 853,638 reactions. Task: Predict the reaction yield, written as a fraction of the theoretical maximum amount of product (1.0 means a 100% yield; for example, 0.34 means a 34% yield). (1) The reactants are C(OC([N:8]1[CH2:13][CH2:12][CH:11]([C:14]2[N:18]([CH2:19][CH3:20])[N:17]=[C:16]([CH2:21][CH3:22])[C:15]=2[CH3:23])[CH2:10][CH2:9]1)=O)(C)(C)C.[ClH:24]. The catalyst is CO. The product is [ClH:24].[ClH:24].[CH2:19]([N:18]1[C:14]([CH:11]2[CH2:12][CH2:13][NH:8][CH2:9][CH2:10]2)=[C:15]([CH3:23])[C:16]([CH2:21][CH3:22])=[N:17]1)[CH3:20]. The yield is 0.920. (2) The catalyst is CN(C=O)C. The product is [CH2:1]([O:3][C:4](=[O:16])[C:5]1[CH:10]=[C:9]([F:11])[CH:8]=[C:7]([NH2:21])[C:6]=1[N+:13]([O-:15])=[O:14])[CH3:2]. The reactants are [CH2:1]([O:3][C:4](=[O:16])[C:5]1[CH:10]=[C:9]([F:11])[CH:8]=[C:7](F)[C:6]=1[N+:13]([O-:15])=[O:14])[CH3:2].C(=O)([O-])[O-].[NH4+:21].[NH4+].O. The yield is 0.750. (3) The reactants are Br[C:2]1[CH:3]=[C:4]([O:24][C:25]2[C:26]([CH3:31])=[N:27][CH:28]=[CH:29][CH:30]=2)[C:5]([NH:8][C:9]2[S:13][N:12]=[C:11]([C@H:14]3[CH2:18][O:17][C:16]4([CH2:23][CH2:22][CH2:21][CH2:20][CH2:19]4)[O:15]3)[N:10]=2)=[N:6][CH:7]=1.[SH:32][CH2:33][CH2:34][C:35]([O:37][CH3:38])=[O:36].C(N(CC)C(C)C)(C)C. The catalyst is C1C=CC(/C=C/C(/C=C/C2C=CC=CC=2)=O)=CC=1.C1C=CC(/C=C/C(/C=C/C2C=CC=CC=2)=O)=CC=1.C1C=CC(/C=C/C(/C=C/C2C=CC=CC=2)=O)=CC=1.[Pd].[Pd]. The product is [O:15]1[C:16]2([CH2:23][CH2:22][CH2:21][CH2:20][CH2:19]2)[O:17][CH2:18][C@@H:14]1[C:11]1[N:10]=[C:9]([NH:8][C:5]2[N:6]=[CH:7][C:2]([S:32][CH2:33][CH2:34][C:35]([O:37][CH3:38])=[O:36])=[CH:3][C:4]=2[O:24][C:25]2[C:26]([CH3:31])=[N:27][CH:28]=[CH:29][CH:30]=2)[S:13][N:12]=1. The yield is 0.680. (4) The reactants are Br[C:2]1[CH:3]=[CH:4][C:5]([O:13][CH2:14][C:15]2[CH:20]=[CH:19][C:18]([O:21][CH2:22][C:23]3[N:24]=[C:25]([C:29]4[CH:34]=[CH:33][CH:32]=[CH:31][CH:30]=4)[O:26][C:27]=3[CH3:28])=[CH:17][CH:16]=2)=[C:6]([CH2:8][C:9]([O:11][CH3:12])=[O:10])[CH:7]=1.[C:35]1(B(O)O)[CH:40]=[CH:39][CH:38]=[CH:37][CH:36]=1.CO.C1(C)C=CC=CC=1. The catalyst is C(OCC)(=O)C.C1C=CC([P]([Pd]([P](C2C=CC=CC=2)(C2C=CC=CC=2)C2C=CC=CC=2)([P](C2C=CC=CC=2)(C2C=CC=CC=2)C2C=CC=CC=2)[P](C2C=CC=CC=2)(C2C=CC=CC=2)C2C=CC=CC=2)(C2C=CC=CC=2)C2C=CC=CC=2)=CC=1. The product is [CH3:28][C:27]1[O:26][C:25]([C:29]2[CH:34]=[CH:33][CH:32]=[CH:31][CH:30]=2)=[N:24][C:23]=1[CH2:22][O:21][C:18]1[CH:19]=[CH:20][C:15]([CH2:14][O:13][C:5]2[CH:4]=[CH:3][C:2]([C:35]3[CH:40]=[CH:39][CH:38]=[CH:37][CH:36]=3)=[CH:7][C:6]=2[CH2:8][C:9]([O:11][CH3:12])=[O:10])=[CH:16][CH:17]=1. The yield is 0.740. (5) The reactants are [C:1]([NH:4][C:5]1[CH:6]=[C:7]([C:11]2[CH:16]=[N:15][CH:14]=[C:13](Cl)[N:12]=2)[CH:8]=[CH:9][CH:10]=1)(=[O:3])[CH3:2].[NH2:18][C:19]1[CH:20]=[C:21]([CH:33]=[CH:34][CH:35]=1)[O:22][CH2:23][CH2:24][NH:25][C:26](=[O:32])[O:27][C:28]([CH3:31])([CH3:30])[CH3:29].F[B-](F)(F)F.C(C1C=CC=C(C(C)C)C=1[N+]1CCN(C2C(C(C)C)=CC=CC=2C(C)C)C=1)(C)C.CC(C)([O-])C.[K+]. The catalyst is [Pd].[Pd].C(=CC(C=CC1C=CC=CC=1)=O)C1C=CC=CC=1.C(=CC(C=CC1C=CC=CC=1)=O)C1C=CC=CC=1.C(=CC(C=CC1C=CC=CC=1)=O)C1C=CC=CC=1.O1CCOCC1. The product is [C:1]([NH:4][C:5]1[CH:6]=[C:7]([C:11]2[N:12]=[C:13]([NH:18][C:19]3[CH:20]=[C:21]([CH:33]=[CH:34][CH:35]=3)[O:22][CH2:23][CH2:24][NH:25][C:26](=[O:32])[O:27][C:28]([CH3:31])([CH3:30])[CH3:29])[CH:14]=[N:15][CH:16]=2)[CH:8]=[CH:9][CH:10]=1)(=[O:3])[CH3:2]. The yield is 0.430. (6) The reactants are [Br:1][C:2]1[CH:3]=[CH:4][C:5]2[C:11]3[S:12][C:13]([C:15]([N:17]([C:19]4[CH:27]=[CH:26][C:22]([C:23]([OH:25])=O)=[CH:21][C:20]=4[Cl:28])[CH3:18])=[O:16])=[CH:14][C:10]=3[CH2:9][CH2:8][O:7][C:6]=2[CH:29]=1.C(Cl)Cl.[CH3:33][N:34]1[CH2:39][CH2:38][NH:37][CH2:36][CH2:35]1.C(N(CC)C(C)C)(C)C.F[P-](F)(F)(F)(F)F.N1(OC(N(C)C)=[N+](C)C)C2C=CC=CC=2N=N1. No catalyst specified. The product is [Br:1][C:2]1[CH:3]=[CH:4][C:5]2[C:11]3[S:12][C:13]([C:15]([N:17]([C:19]4[CH:27]=[CH:26][C:22]([C:23]([N:37]5[CH2:38][CH2:39][N:34]([CH3:33])[CH2:35][CH2:36]5)=[O:25])=[CH:21][C:20]=4[Cl:28])[CH3:18])=[O:16])=[CH:14][C:10]=3[CH2:9][CH2:8][O:7][C:6]=2[CH:29]=1. The yield is 0.820. (7) The reactants are O[C:2]1[C:7]([N+]([O-])=O)=[CH:6][C:5]([F:11])=[CH:4][N:3]=1.[OH:12][C:13]1C=CC(F)=CN=1.NC1C=CC(OC)=NC=1. No catalyst specified. The product is [CH3:13][O:12][C:4]1[C:5]([F:11])=[CH:6][CH:7]=[CH:2][N:3]=1. The yield is 1.00. (8) The reactants are [Si:1]([O:8][CH2:9][CH:10]1[CH2:15][N:14]2[N:16]=[C:17]([I:24])[C:18]([C:19]([O:21][CH2:22][CH3:23])=[O:20])=[C:13]2[C:12](=O)[NH:11]1)([C:4]([CH3:7])([CH3:6])[CH3:5])([CH3:3])[CH3:2].C(O)C. The catalyst is C1COCC1. The product is [Si:1]([O:8][CH2:9][CH:10]1[CH2:15][N:14]2[N:16]=[C:17]([I:24])[C:18]([C:19]([O:21][CH2:22][CH3:23])=[O:20])=[C:13]2[CH2:12][NH:11]1)([C:4]([CH3:7])([CH3:6])[CH3:5])([CH3:2])[CH3:3]. The yield is 0.950. (9) The reactants are [CH3:1][O:2][C:3](=[O:38])[C:4]1[CH:9]=[CH:8][C:7]([CH2:10][N:11]2[CH:15]=[C:14]([C:16]3[CH:21]=[CH:20][C:19]([Cl:22])=[CH:18][C:17]=3[Cl:23])[N:13]=[C:12]2[CH2:24][C:25]2[CH:30]=[CH:29][C:28]([C:31]3[CH:36]=[CH:35][CH:34]=[C:33]([NH2:37])[CH:32]=3)=[CH:27][CH:26]=2)=[CH:6][CH:5]=1.[F:39][C:40]([F:53])([F:52])[S:41](O[S:41]([C:40]([F:53])([F:52])[F:39])(=[O:43])=[O:42])(=[O:43])=[O:42]. No catalyst specified. The product is [CH3:1][O:2][C:3](=[O:38])[C:4]1[CH:9]=[CH:8][C:7]([CH2:10][N:11]2[CH:15]=[C:14]([C:16]3[CH:21]=[CH:20][C:19]([Cl:22])=[CH:18][C:17]=3[Cl:23])[N:13]=[C:12]2[CH2:24][C:25]2[CH:30]=[CH:29][C:28]([C:31]3[CH:36]=[CH:35][CH:34]=[C:33]([NH:37][S:41]([C:40]([F:53])([F:52])[F:39])(=[O:43])=[O:42])[CH:32]=3)=[CH:27][CH:26]=2)=[CH:6][CH:5]=1. The yield is 0.820. (10) The reactants are [CH3:1][C:2]1([CH3:9])[O:6][C@H:5]([CH2:7][OH:8])[CH2:4][O:3]1.[H-].[Na+].Cl[C:13]1[CH:18]=[CH:17][N+:16]([O-:19])=[C:15]([CH3:20])[C:14]=1[CH3:21]. The catalyst is CS(C)=O. The product is [CH3:1][C:2]1([CH3:9])[O:6][C@H:5]([CH2:7][O:8][C:13]2[CH:18]=[CH:17][N+:16]([O-:19])=[C:15]([CH3:20])[C:14]=2[CH3:21])[CH2:4][O:3]1. The yield is 1.36.